From a dataset of NCI-60 drug combinations with 297,098 pairs across 59 cell lines. Regression. Given two drug SMILES strings and cell line genomic features, predict the synergy score measuring deviation from expected non-interaction effect. (1) Drug 1: CC1=C2C(C(=O)C3(C(CC4C(C3C(C(C2(C)C)(CC1OC(=O)C(C(C5=CC=CC=C5)NC(=O)OC(C)(C)C)O)O)OC(=O)C6=CC=CC=C6)(CO4)OC(=O)C)O)C)O. Drug 2: CN(CC1=CN=C2C(=N1)C(=NC(=N2)N)N)C3=CC=C(C=C3)C(=O)NC(CCC(=O)O)C(=O)O. Cell line: UACC-257. Synergy scores: CSS=33.3, Synergy_ZIP=1.33, Synergy_Bliss=1.78, Synergy_Loewe=-18.9, Synergy_HSA=-0.678. (2) Drug 1: C1=CC(=CC=C1CCCC(=O)O)N(CCCl)CCCl. Drug 2: CC1=C(C=C(C=C1)NC(=O)C2=CC=C(C=C2)CN3CCN(CC3)C)NC4=NC=CC(=N4)C5=CN=CC=C5. Cell line: SK-OV-3. Synergy scores: CSS=12.9, Synergy_ZIP=-1.27, Synergy_Bliss=-0.430, Synergy_Loewe=-3.79, Synergy_HSA=-3.43. (3) Drug 1: CS(=O)(=O)C1=CC(=C(C=C1)C(=O)NC2=CC(=C(C=C2)Cl)C3=CC=CC=N3)Cl. Drug 2: CC1=C2C(C(=O)C3(C(CC4C(C3C(C(C2(C)C)(CC1OC(=O)C(C(C5=CC=CC=C5)NC(=O)OC(C)(C)C)O)O)OC(=O)C6=CC=CC=C6)(CO4)OC(=O)C)O)C)O. Cell line: ACHN. Synergy scores: CSS=35.5, Synergy_ZIP=1.57, Synergy_Bliss=3.82, Synergy_Loewe=-31.6, Synergy_HSA=1.80. (4) Drug 1: CNC(=O)C1=NC=CC(=C1)OC2=CC=C(C=C2)NC(=O)NC3=CC(=C(C=C3)Cl)C(F)(F)F. Drug 2: C1=CN(C=N1)CC(O)(P(=O)(O)O)P(=O)(O)O. Cell line: DU-145. Synergy scores: CSS=1.15, Synergy_ZIP=1.80, Synergy_Bliss=1.34, Synergy_Loewe=1.31, Synergy_HSA=-1.36. (5) Drug 1: CC12CCC3C(C1CCC2O)C(CC4=C3C=CC(=C4)O)CCCCCCCCCS(=O)CCCC(C(F)(F)F)(F)F. Drug 2: CC1CCCC2(C(O2)CC(NC(=O)CC(C(C(=O)C(C1O)C)(C)C)O)C(=CC3=CSC(=N3)C)C)C. Cell line: NCIH23. Synergy scores: CSS=54.1, Synergy_ZIP=11.0, Synergy_Bliss=10.1, Synergy_Loewe=-30.9, Synergy_HSA=7.33. (6) Drug 1: C(CN)CNCCSP(=O)(O)O. Drug 2: CC1CCCC2(C(O2)CC(NC(=O)CC(C(C(=O)C(C1O)C)(C)C)O)C(=CC3=CSC(=N3)C)C)C. Cell line: SF-268. Synergy scores: CSS=35.5, Synergy_ZIP=2.29, Synergy_Bliss=1.33, Synergy_Loewe=-23.4, Synergy_HSA=0.341.